Dataset: Catalyst prediction with 721,799 reactions and 888 catalyst types from USPTO. Task: Predict which catalyst facilitates the given reaction. (1) Reactant: [CH3:1][O:2][C:3]1[CH:4]=[C:5]([C:12]([N:14]2[CH2:18][CH2:17][CH2:16][CH2:15]2)=[O:13])[CH:6]=[CH:7][C:8]=1[N+:9]([O-])=O. Product: [NH2:9][C:8]1[CH:7]=[CH:6][C:5]([C:12]([N:14]2[CH2:18][CH2:17][CH2:16][CH2:15]2)=[O:13])=[CH:4][C:3]=1[O:2][CH3:1]. The catalyst class is: 50. (2) Reactant: CS(C)=O.FC(F)(F)C(OC(=O)C(F)(F)F)=O.[OH:18][C@@H:19]([C@:24]1([CH2:63][CH:64]=[CH2:65])[O:53][C@H:52]([CH2:54][O:55][CH2:56][C:57]2[CH:62]=[CH:61][CH:60]=[CH:59][CH:58]=2)[C@@H:43]([O:44][CH2:45][C:46]2[CH:51]=[CH:50][CH:49]=[CH:48][CH:47]=2)[C@H:34]([O:35][CH2:36][C:37]2[CH:42]=[CH:41][CH:40]=[CH:39][CH:38]=2)[C@H:25]1[O:26][CH2:27][C:28]1[CH:33]=[CH:32][CH:31]=[CH:30][CH:29]=1)[C:20]([O:22][CH3:23])=[O:21].C(N(CC)CC)C. Product: [O:18]=[C:19]([C@:24]1([CH2:63][CH:64]=[CH2:65])[O:53][C@H:52]([CH2:54][O:55][CH2:56][C:57]2[CH:58]=[CH:59][CH:60]=[CH:61][CH:62]=2)[C@@H:43]([O:44][CH2:45][C:46]2[CH:47]=[CH:48][CH:49]=[CH:50][CH:51]=2)[C@H:34]([O:35][CH2:36][C:37]2[CH:42]=[CH:41][CH:40]=[CH:39][CH:38]=2)[C@H:25]1[O:26][CH2:27][C:28]1[CH:33]=[CH:32][CH:31]=[CH:30][CH:29]=1)[C:20]([O:22][CH3:23])=[O:21]. The catalyst class is: 4. (3) Reactant: [CH:1]1([S:4][C:5]2[CH:12]=[CH:11][CH:10]=[CH:9][C:6]=2[C:7]#[N:8])[CH2:3][CH2:2]1.S(C)C.[ClH:16]. Product: [ClH:16].[CH:1]1([S:4][C:5]2[CH:12]=[CH:11][CH:10]=[CH:9][C:6]=2[CH2:7][NH2:8])[CH2:3][CH2:2]1. The catalyst class is: 1. (4) Reactant: [F:1][C:2]([F:18])([F:17])[C:3]1[CH:8]=[CH:7][C:6]([N:9]2[CH2:14][CH2:13][CH2:12][CH:11](NC)[CH2:10]2)=[CH:5][CH:4]=1.[CH2:19]([N:21]([CH2:32][C:33]([OH:35])=O)[S:22]([C:25]1[CH:30]=[CH:29][C:28]([F:31])=[CH:27][CH:26]=1)(=[O:24])=[O:23])[CH3:20].[CH3:36][N:37](C(ON1N=NC2C=CC=NC1=2)=[N+](C)C)C.F[P-](F)(F)(F)(F)F.C(N(CC)C(C)C)(C)C.OS([O-])(=O)=O.[K+]. Product: [CH2:19]([N:21]([S:22]([C:25]1[CH:30]=[CH:29][C:28]([F:31])=[CH:27][CH:26]=1)(=[O:24])=[O:23])[CH2:32][C:33]([NH:37][CH2:36][CH:11]1[CH2:12][CH2:13][CH2:14][N:9]([C:6]2[CH:5]=[CH:4][C:3]([C:2]([F:1])([F:17])[F:18])=[CH:8][CH:7]=2)[CH2:10]1)=[O:35])[CH3:20]. The catalyst class is: 4. (5) Reactant: [O:1]1[C:6]2[CH:7]=[CH:8][C:9]([S:11]([N:14]([CH2:19][C@H:20]3[O:24][C:23]([CH3:26])([CH3:25])[N:22]([C:27]([O:29][C@@H:30]4[C@H:37]5[C@H:33]([O:34][CH2:35][CH2:36]5)[O:32][CH2:31]4)=[O:28])[C@H:21]3[CH2:38][C:39]3[CH:44]=[CH:43][C:42]([OH:45])=[CH:41][CH:40]=3)[CH2:15][CH:16]([CH3:18])[CH3:17])(=[O:13])=[O:12])=[CH:10][C:5]=2[O:4][CH2:3][CH2:2]1.Cl.[N:47]1[CH:52]=[CH:51][CH:50]=[CH:49][C:48]=1[CH2:53]Cl.C(=O)([O-])[O-].[Cs+].[Cs+]. Product: [O:1]1[C:6]2[CH:7]=[CH:8][C:9]([S:11]([N:14]([CH2:19][C@H:20]3[O:24][C:23]([CH3:26])([CH3:25])[N:22]([C:27]([O:29][C@@H:30]4[C@H:37]5[C@H:33]([O:34][CH2:35][CH2:36]5)[O:32][CH2:31]4)=[O:28])[C@H:21]3[CH2:38][C:39]3[CH:44]=[CH:43][C:42]([O:45][CH2:53][C:48]4[CH:49]=[CH:50][CH:51]=[CH:52][N:47]=4)=[CH:41][CH:40]=3)[CH2:15][CH:16]([CH3:17])[CH3:18])(=[O:12])=[O:13])=[CH:10][C:5]=2[O:4][CH2:3][CH2:2]1. The catalyst class is: 42. (6) Reactant: [Cl:1][C:2]1[CH:3]=[C:4]([C:12]2[N:16]=[C:15]([C:17]3[CH:26]=[CH:25][CH:24]=[C:23]4[C:18]=3[CH2:19][CH2:20][N:21]([CH2:27][C:28]([O:30]C(C)(C)C)=[O:29])[CH2:22]4)[O:14][N:13]=2)[CH:5]=[CH:6][C:7]=1[O:8][CH:9]([CH3:11])[CH3:10].C([SiH](C(C)C)C(C)C)(C)C.C(O)(C(F)(F)F)=O. Product: [Cl:1][C:2]1[CH:3]=[C:4]([C:12]2[N:16]=[C:15]([C:17]3[CH:26]=[CH:25][CH:24]=[C:23]4[C:18]=3[CH2:19][CH2:20][N:21]([CH2:27][C:28]([OH:30])=[O:29])[CH2:22]4)[O:14][N:13]=2)[CH:5]=[CH:6][C:7]=1[O:8][CH:9]([CH3:10])[CH3:11]. The catalyst class is: 4. (7) Reactant: [NH2:1][C:2]1[N:7]=[C:6]([NH:8][CH2:9][CH2:10][NH:11][C:12]2[N:17]3[N:18]=[C:19]([CH:21]4[CH2:26][CH2:25][N:24]([CH2:27][C:28]([O:30]CC)=[O:29])[CH2:23][CH2:22]4)[N:20]=[C:16]3[CH:15]=[C:14]([C:33]3[CH:38]=[CH:37][C:36]([Cl:39])=[CH:35][C:34]=3[Cl:40])[N:13]=2)[CH:5]=[CH:4][C:3]=1[C:41](=[O:46])[C:42]([F:45])([F:44])[F:43].O.[OH-].[Na+]. Product: [NH2:1][C:2]1[N:7]=[C:6]([NH:8][CH2:9][CH2:10][NH:11][C:12]2[N:17]3[N:18]=[C:19]([CH:21]4[CH2:26][CH2:25][N:24]([CH2:27][C:28]([OH:30])=[O:29])[CH2:23][CH2:22]4)[N:20]=[C:16]3[CH:15]=[C:14]([C:33]3[CH:38]=[CH:37][C:36]([Cl:39])=[CH:35][C:34]=3[Cl:40])[N:13]=2)[CH:5]=[CH:4][C:3]=1[C:41](=[O:46])[C:42]([F:43])([F:45])[F:44]. The catalyst class is: 57.